Dataset: Experimentally validated miRNA-target interactions with 360,000+ pairs, plus equal number of negative samples. Task: Binary Classification. Given a miRNA mature sequence and a target amino acid sequence, predict their likelihood of interaction. (1) The miRNA is hsa-miR-21-5p with sequence UAGCUUAUCAGACUGAUGUUGA. The protein sequence of the target gene is MLARNNSLVTEFILAGLTDHPEFRQPLFFLFLVIYIVTMVGNLGLITLFGLNSHLHTPMYYFLFNLSFIDLCYSSVFTPKMLMNFVSKKNIISNVGCMTRLFFFLFFVISECYMLTSMAYDRYVAICNPLLYKVTMSHQVCSMLTFAAYIMGLAGATAHTGCMLRLTFCSANIINHYLCDILPLLQLSCTSTYVNEVVVLIVVGTNITVPSCTILISYVFIVTSILHIKSTQGRSKAFSTCSSHVIALSLFFGSAAFMYIKYSSGSMEQGKVSSVFYTNVVPMLNPLIYSLRNKDVKVAL.... Result: 0 (no interaction). (2) Result: 0 (no interaction). The protein sequence of the target gene is MPSQMEHAMETMMLTFHRFAGDKDHLTKEDLRVLMEREFPGFLENQKDPLAVDKIMKDLDQCRDGKVGFQSFLSLVAGLTIACNDYFVVNMKQKGKK. The miRNA is hsa-miR-1908-5p with sequence CGGCGGGGACGGCGAUUGGUC. (3) The miRNA is hsa-miR-342-3p with sequence UCUCACACAGAAAUCGCACCCGU. The protein sequence of the target gene is MRTEAQVPALQPPEPGLEGAMGHRTLVLPWVLLTLCVTAGTPEVWVQVRMEATELSSFTIRCGFLGSGSISLVTVSWGGPNGAGGTTLAVLHPERGIRQWAPARQARWETQSSISLILEGSGASSPCANTTFCCKFASFPEGSWEACGSLPPSSDPGLSAPPTPAPILRADLAGILGVSGVLLFGCVYLLHLLRRHKHRPAPRLQPSRTSPQAPRARAWAPSQASQAALHVPYATINTSCRPATLDTAHPHGGPSWWASLPTHAAHRPQGPAAWASTPIPARGSFVSVENGLYAQAGERP.... Result: 1 (interaction). (4) The protein sequence of the target gene is MNSKVSSPTLLEALSSDFLACKICLEQLHTPKTLPCLHTYCQDCLAQLDIGGQVRCPECREIVPVPAEGVAAFKTNFFVNGLLDLVKARAPGDVHSGKPTCALCPLVGGKSSGGPATARCLDCADDLCQACADGHRCSRQTHKHRVVDLVGYRAGWYDEEARERQASQCPQHPGEALCFLCQPCSQLLCKDCRLGPHIDHPCLPLAEAVRSRKPGLEELLAGVDSNLVELEATRVAEKEALALLREQAASVGTQVEEAAERILKSLLAQKQEVLGQLRALVEAAEEATRERLTKIERQEQ.... Result: 1 (interaction). The miRNA is mmu-miR-302b-3p with sequence UAAGUGCUUCCAUGUUUUAGUAG. (5) The miRNA is hsa-miR-4690-5p with sequence GAGCAGGCGAGGCUGGGCUGAA. The protein sequence of the target gene is MGTALVQRGGCCLLCLSLLLLGCWAELGSGLEFPGAEGQWTRFPKWNACCESEMSFQLKTRSARGLVLYFDDEGFCDFLELILTRGGRLQLSFSIFCAEPATLLADTPVNDGAWHSVRIRRQFRNTTLYIDRAEAKWVEVKSKRRDMTVFSGLFVGGLPPELRAAALKLTLASVREREPFKGWIRDVRVNSSQALPVDGGEVKLDDEPPNSGGGSPCEAGEEGEGGVCLNGGVCSVVDDQAVCDCSRTGFRGKDCSQEDNNVEGLAHLMMGDQGKSKGKEEYIATFKGSEYFCYDLSQNP.... Result: 0 (no interaction).